Dataset: Reaction yield outcomes from USPTO patents with 853,638 reactions. Task: Predict the reaction yield, written as a fraction of the theoretical maximum amount of product (1.0 means a 100% yield; for example, 0.34 means a 34% yield). (1) The reactants are [H-].[Na+].[CH2:3]([N:10]1[C:18]2[C:17]([O:19][C:20]3[C:25]([CH3:26])=[CH:24][C:23]([CH3:27])=[CH:22][C:21]=3[CH3:28])=[N:16][C:15](F)=[N:14][C:13]=2[CH:12]=[CH:11]1)[C:4]1[CH:9]=[CH:8][CH:7]=[CH:6][CH:5]=1.C[N:31]1[C:35](=O)[CH2:34][CH2:33][CH2:32]1. The catalyst is O. The product is [CH2:3]([N:10]1[C:18]2[C:17]([O:19][C:20]3[C:25]([CH3:26])=[CH:24][C:23]([CH3:27])=[CH:22][C:21]=3[CH3:28])=[N:16][C:15]([NH:10][C:3]3[CH:32]=[CH:33][C:34]([C:35]#[N:31])=[CH:5][CH:4]=3)=[N:14][C:13]=2[CH:12]=[CH:11]1)[C:4]1[CH:9]=[CH:8][CH:7]=[CH:6][CH:5]=1. The yield is 0.800. (2) The reactants are [Cl:1][C:2]1[CH:28]=[C:27]([Cl:29])[CH:26]=[CH:25][C:3]=1[CH2:4][N:5]1[C:9]([CH2:10][CH2:11][C:12]([O:14]CC)=[O:13])=[CH:8][C:7]([O:17][CH2:18][C:19]2[CH:24]=[CH:23][CH:22]=[CH:21][N:20]=2)=[N:6]1.[OH-].[Na+].O1CCCC1. The catalyst is C(O)C. The product is [Cl:1][C:2]1[CH:28]=[C:27]([Cl:29])[CH:26]=[CH:25][C:3]=1[CH2:4][N:5]1[C:9]([CH2:10][CH2:11][C:12]([OH:14])=[O:13])=[CH:8][C:7]([O:17][CH2:18][C:19]2[CH:24]=[CH:23][CH:22]=[CH:21][N:20]=2)=[N:6]1. The yield is 0.750. (3) The reactants are [OH:1][C:2]1[CH:3]=[C:4]([N:8]2[C:17](=[O:18])[C:16]3[C:11](=[CH:12][CH:13]=[CH:14][C:15]=3[CH3:19])[N:10]=[C:9]2[CH:20]([NH:22][C:23]2[N:31]=[CH:30][N:29]=[C:28]3[C:24]=2[N:25]=[CH:26][N:27]3[CH2:32][O:33][CH2:34][CH2:35][Si:36]([CH3:39])([CH3:38])[CH3:37])[CH3:21])[CH:5]=[CH:6][CH:7]=1.[C:40](=O)([O-])[O-].[K+].[K+].CI. The catalyst is CN(C=O)C. The product is [CH3:40][O:1][C:2]1[CH:3]=[C:4]([N:8]2[C:17](=[O:18])[C:16]3[C:11](=[CH:12][CH:13]=[CH:14][C:15]=3[CH3:19])[N:10]=[C:9]2[CH:20]([NH:22][C:23]2[N:31]=[CH:30][N:29]=[C:28]3[C:24]=2[N:25]=[CH:26][N:27]3[CH2:32][O:33][CH2:34][CH2:35][Si:36]([CH3:37])([CH3:39])[CH3:38])[CH3:21])[CH:5]=[CH:6][CH:7]=1. The yield is 0.820. (4) The reactants are [S:1]1[CH:5]=[N:4][N:3]=[C:2]1[NH:6][S:7]([C:10]1[CH:15]=[CH:14][C:13]([NH:16]C(=O)C)=[CH:12][CH:11]=1)(=[O:9])=[O:8].C([O-])([O-])=O.[Na+].[Na+]. The catalyst is Cl. The product is [NH2:16][C:13]1[CH:14]=[CH:15][C:10]([S:7]([NH:6][C:2]2[S:1][CH:5]=[N:4][N:3]=2)(=[O:9])=[O:8])=[CH:11][CH:12]=1. The yield is 0.490. (5) The reactants are C(OC([NH:8][C@H:9]([C:11]([NH:13][CH:14]1[N:20]=[C:19]([C:21]2[CH:26]=[CH:25][CH:24]=[CH:23][N:22]=2)[C:18]2[CH:27]=[CH:28][CH:29]=[CH:30][C:17]=2[N:16]([CH2:31][C:32](=[O:37])[C:33]([CH3:36])([CH3:35])[CH3:34])[C:15]1=[O:38])=[O:12])[CH3:10])=O)(C)(C)C.C(O)(C(F)(F)F)=O. No catalyst specified. The yield is 0.930. The product is [NH2:8][C@H:9]([C:11]([NH:13][CH:14]1[N:20]=[C:19]([C:21]2[CH:26]=[CH:25][CH:24]=[CH:23][N:22]=2)[C:18]2[CH:27]=[CH:28][CH:29]=[CH:30][C:17]=2[N:16]([CH2:31][C:32](=[O:37])[C:33]([CH3:35])([CH3:34])[CH3:36])[C:15]1=[O:38])=[O:12])[CH3:10]. (6) The reactants are Br[C:2]1[CH:7]=[CH:6][C:5]([C:8]2[C:16]3[C:15]([NH2:17])=[N:14][CH:13]=[N:12][C:11]=3[S:10][C:9]=2[CH3:18])=[CH:4][CH:3]=1.C([Li])CCC.[C:24](=[O:26])=[O:25].Cl. The catalyst is C1COCC1.O. The product is [NH2:17][C:15]1[C:16]2[C:8]([C:5]3[CH:6]=[CH:7][C:2]([C:24]([OH:26])=[O:25])=[CH:3][CH:4]=3)=[C:9]([CH3:18])[S:10][C:11]=2[N:12]=[CH:13][N:14]=1. The yield is 0.510. (7) The reactants are [F:1][C:2]1[CH:7]=[CH:6][C:5]([CH:8]([C:10]2[S:11][C:12]3[N:13]=[C:14]([NH2:23])[N:15]=[C:16](S(C)(=O)=O)[C:17]=3[N:18]=2)[CH3:9])=[CH:4][CH:3]=1.C(N(CC)CC)C.[Cl:31][C:32]1[CH:47]=[CH:46][C:35]([O:36][CH2:37][C:38]([N:40]2[CH2:45][CH2:44][NH:43][CH2:42][CH2:41]2)=[O:39])=[CH:34][CH:33]=1. The catalyst is O1CCOCC1. The product is [NH2:23][C:14]1[N:15]=[C:16]([N:43]2[CH2:44][CH2:45][N:40]([C:38](=[O:39])[CH2:37][O:36][C:35]3[CH:46]=[CH:47][C:32]([Cl:31])=[CH:33][CH:34]=3)[CH2:41][CH2:42]2)[C:17]2[N:18]=[C:10]([CH:8]([C:5]3[CH:6]=[CH:7][C:2]([F:1])=[CH:3][CH:4]=3)[CH3:9])[S:11][C:12]=2[N:13]=1. The yield is 0.670.